This data is from PAMPA (Parallel Artificial Membrane Permeability Assay) permeability data from NCATS. The task is: Regression/Classification. Given a drug SMILES string, predict its absorption, distribution, metabolism, or excretion properties. Task type varies by dataset: regression for continuous measurements (e.g., permeability, clearance, half-life) or binary classification for categorical outcomes (e.g., BBB penetration, CYP inhibition). Dataset: pampa_ncats. (1) The drug is C1=CC=C(C=C1)CN2C3=CC=CC=C3C(=C(C2=O)C(=O)NCC(=O)O)O. The result is 1 (high permeability). (2) The compound is CC1=CC(=C2C(=C1)C(=CC(=N2)C3=CC=CC=N3)C(=O)NC4=CC=C(C=C4)S(=O)(=O)NC5=C(C(=NO5)C)C)C. The result is 1 (high permeability). (3) The drug is CC(C)NC1=C(N=C(O1)C2=CC=CC3=CC=CC=C32)C#N. The result is 1 (high permeability). (4) The compound is CC1=CC(=NO1)NS(=O)(=O)C2=CC=C(C=C2)NCC3=C(C(=CC=C3)OC)O. The result is 1 (high permeability).